From a dataset of Forward reaction prediction with 1.9M reactions from USPTO patents (1976-2016). Predict the product of the given reaction. Given the reactants [Cl:1][C:2]1[CH:11]=[CH:10][C:5]([O:6][CH2:7][CH2:8][OH:9])=[CH:4][CH:3]=1.CCN(CC)CC.[CH3:19][C:20]1[CH:25]=[CH:24][C:23]([S:26](Cl)(=[O:28])=[O:27])=[CH:22][CH:21]=1, predict the reaction product. The product is: [CH3:19][C:20]1[CH:25]=[CH:24][C:23]([S:26]([O:9][CH2:8][CH2:7][O:6][C:5]2[CH:10]=[CH:11][C:2]([Cl:1])=[CH:3][CH:4]=2)(=[O:28])=[O:27])=[CH:22][CH:21]=1.